This data is from Catalyst prediction with 721,799 reactions and 888 catalyst types from USPTO. The task is: Predict which catalyst facilitates the given reaction. (1) Reactant: [N+:1]([C:4]1[N:9]=[CH:8][C:7]([N:10]2[CH2:15][CH2:14][N:13]([C:16]([O:18][C:19]([CH3:22])([CH3:21])[CH3:20])=[O:17])[CH2:12][C:11]2=[O:23])=[CH:6][CH:5]=1)([O-])=O. Product: [NH2:1][C:4]1[N:9]=[CH:8][C:7]([N:10]2[CH2:15][CH2:14][N:13]([C:16]([O:18][C:19]([CH3:21])([CH3:20])[CH3:22])=[O:17])[CH2:12][C:11]2=[O:23])=[CH:6][CH:5]=1. The catalyst class is: 19. (2) The catalyst class is: 37. Product: [Cl:9][C:10]1[N:11]=[C:12]([NH:2][C@H:3]([CH2:7][CH3:8])[C:4]([NH2:6])=[O:5])[C:13]([F:18])=[CH:14][C:15]=1[C:16]#[N:17]. Reactant: Cl.[NH2:2][C@H:3]([CH2:7][CH3:8])[C:4]([NH2:6])=[O:5].[Cl:9][C:10]1[C:15]([C:16]#[N:17])=[CH:14][C:13]([F:18])=[C:12](Cl)[N:11]=1.CCN(C(C)C)C(C)C.CCOC(C)=O.